Dataset: Full USPTO retrosynthesis dataset with 1.9M reactions from patents (1976-2016). Task: Predict the reactants needed to synthesize the given product. (1) Given the product [C:8]([C:4]1[CH:5]=[N:6][CH:7]=[C:2]([S:11][CH3:10])[N:3]=1)#[N:9], predict the reactants needed to synthesize it. The reactants are: Cl[C:2]1[CH:7]=[N:6][CH:5]=[C:4]([C:8]#[N:9])[N:3]=1.[CH3:10][S-:11].[Na+].C1COCC1.C(OCC)(=O)C. (2) Given the product [OH:8][C@@H:7]1[C:6]([CH3:10])([CH3:9])[CH2:5][CH2:4][C@H:3]([N:11]2[C:12](=[O:21])[C:13]3[C:18](=[CH:17][CH:16]=[CH:15][CH:14]=3)[C:19]2=[O:20])[CH2:2]1, predict the reactants needed to synthesize it. The reactants are: Br[C@@H:2]1[C@@H:7]([OH:8])[C:6]([CH3:10])([CH3:9])[CH2:5][CH2:4][C@H:3]1[N:11]1[C:19](=[O:20])[C:18]2[C:13](=[CH:14][CH:15]=[CH:16][CH:17]=2)[C:12]1=[O:21].Br[C@H]1[C@H](O)C(C)(C)CC[C@@H]1N1C(=O)C2C(=CC=CC=2)C1=O.Br[C@@H]1C(C)(C)CC[C@@H](N2C(=O)C3C(=CC=CC=3)C2=O)[C@H]1O.Br[C@H]1C(C)(C)CC[C@H](N2C(=O)C3C(=CC=CC=3)C2=O)[C@@H]1O.C([SnH](CCCC)CCCC)CCC.N(C(C)(C)C#N)=NC(C)(C)C#N.O[C@H]1C(C)(C)CC[C@@H](N2C(=O)C3C(=CC=CC=3)C2=O)C1. (3) Given the product [N+:1]([C:4]1[CH:5]=[C:6]([CH:9]=[CH:10][CH:11]=1)[CH2:7][P:15](=[O:19])([O:16][CH2:17][CH3:18])[O:14][CH2:12][CH3:13])([O-:3])=[O:2], predict the reactants needed to synthesize it. The reactants are: [N+:1]([C:4]1[CH:5]=[C:6]([CH:9]=[CH:10][CH:11]=1)[CH2:7]Br)([O-:3])=[O:2].[CH2:12]([O:14][P:15]([O:19]CC)[O:16][CH2:17][CH3:18])[CH3:13]. (4) Given the product [CH:1]([NH:4][C:5]([NH:7][C:8]([O:10][C:11]([CH3:14])([CH3:13])[CH3:12])=[O:9])=[NH:6])([CH3:3])[CH3:2], predict the reactants needed to synthesize it. The reactants are: [CH:1]([NH:4][C:5]([NH2:7])=[NH:6])([CH3:3])[CH3:2].[C:8](O[C:8]([O:10][C:11]([CH3:14])([CH3:13])[CH3:12])=[O:9])([O:10][C:11]([CH3:14])([CH3:13])[CH3:12])=[O:9]. (5) Given the product [F:1][C:2]1[CH:3]=[CH:4][C:5]([N:8]2[C:11](=[O:12])[C@H:10]([S:13][CH2:14][CH:15]([C:17]3[CH:18]=[CH:19][C:20]([F:23])=[CH:21][CH:22]=3)[OH:16])[C@H:9]2[C:24]2[CH:25]=[CH:26][C:27]([O:28][CH2:29][C:30]([NH:32][CH2:33][C:34]([NH:47][C@H:46]([C:45]([OH:44])=[O:52])[C@H:48]([CH2:50][CH3:51])[CH3:49])=[O:35])=[O:31])=[CH:37][CH:38]=2)=[CH:6][CH:7]=1, predict the reactants needed to synthesize it. The reactants are: [F:1][C:2]1[CH:7]=[CH:6][C:5]([N:8]2[C:11](=[O:12])[C@H:10]([S:13][CH2:14][C:15]([C:17]3[CH:22]=[CH:21][C:20]([F:23])=[CH:19][CH:18]=3)=[O:16])[C@H:9]2[C:24]2[CH:38]=[CH:37][C:27]([O:28][CH2:29][C:30]([NH:32][CH2:33][C:34](O)=[O:35])=[O:31])=[CH:26][CH:25]=2)=[CH:4][CH:3]=1.Cl.C([O:44][C:45](=[O:52])[C@H:46]([C@H:48]([CH2:50][CH3:51])[CH3:49])[NH2:47])(C)(C)C.CN1CCOCC1.CN(C(ON1N=NC2C=CC=CC1=2)=[N+](C)C)C.[B-](F)(F)(F)F. (6) Given the product [Cl:24][CH2:23][O:16][C:15](=[O:17])[CH2:14][CH:11]1[CH2:12][CH2:13][N:8]([C:6]([O:5][C:1]([CH3:4])([CH3:2])[CH3:3])=[O:7])[CH2:9][CH2:10]1, predict the reactants needed to synthesize it. The reactants are: [C:1]([O:5][C:6]([N:8]1[CH2:13][CH2:12][CH:11]([CH2:14][C:15]([OH:17])=[O:16])[CH2:10][CH2:9]1)=[O:7])([CH3:4])([CH3:3])[CH3:2].C([O-])(O)=O.[Na+].[CH2:23](Cl)[Cl:24]. (7) Given the product [CH3:16][C:17]1[CH:24]=[CH:23][C:20]([CH2:21][NH:22][C:10]([C:9]2[CH:8]=[C:7]([C:1]3[CH:2]=[CH:3][CH:4]=[CH:5][CH:6]=3)[CH:15]=[CH:14][CH:13]=2)=[O:12])=[CH:19][CH:18]=1, predict the reactants needed to synthesize it. The reactants are: [C:1]1([C:7]2[CH:8]=[C:9]([CH:13]=[CH:14][CH:15]=2)[C:10]([OH:12])=O)[CH:6]=[CH:5][CH:4]=[CH:3][CH:2]=1.[CH3:16][C:17]1[CH:24]=[CH:23][C:20]([CH2:21][NH2:22])=[CH:19][CH:18]=1.